The task is: Predict the reactants needed to synthesize the given product.. This data is from Full USPTO retrosynthesis dataset with 1.9M reactions from patents (1976-2016). (1) Given the product [F:16][C:9]1[CH:10]=[CH:11][C:12]([CH3:15])=[C:13]2[C:8]=1[N:7]([CH2:18][C:19]1[C:28]3[C:23](=[CH:24][CH:25]=[CH:26][CH:27]=3)[CH:22]=[CH:21][CH:20]=1)[C:6]([C:4]([OH:3])=[O:5])=[CH:14]2, predict the reactants needed to synthesize it. The reactants are: C([O:3][C:4]([C:6]1[NH:7][C:8]2[C:13]([CH:14]=1)=[C:12]([CH3:15])[CH:11]=[CH:10][C:9]=2[F:16])=[O:5])C.Br[CH2:18][C:19]1[C:28]2[C:23](=[CH:24][CH:25]=[CH:26][CH:27]=2)[CH:22]=[CH:21][CH:20]=1. (2) The reactants are: [O:1]=[C:2]1[C:11]([CH:12]2[CH2:17][CH2:16][N:15]([C:18]([O:20][C@@H:21]([C:39]([OH:41])=[O:40])[CH2:22][C:23]3[CH:28]=[C:27]([CH3:29])[C:26]([O:30]CC4C=CC=CC=4)=[C:25]([CH3:38])[CH:24]=3)=[O:19])[CH2:14][CH2:13]2)=[CH:10][C:9]2[C:4](=[CH:5][CH:6]=[CH:7][CH:8]=2)[NH:3]1.[H][H]. Given the product [O:1]=[C:2]1[C:11]([CH:12]2[CH2:17][CH2:16][N:15]([C:18]([O:20][C@@H:21]([C:39]([OH:41])=[O:40])[CH2:22][C:23]3[CH:28]=[C:27]([CH3:29])[C:26]([OH:30])=[C:25]([CH3:38])[CH:24]=3)=[O:19])[CH2:14][CH2:13]2)=[CH:10][C:9]2[C:4](=[CH:5][CH:6]=[CH:7][CH:8]=2)[NH:3]1, predict the reactants needed to synthesize it. (3) The reactants are: N[CH:2]([OH:5])[CH2:3][CH3:4].[N:6]1C=CC=CC=1.[C:12](Cl)(=[O:30])[CH2:13][CH2:14][CH2:15][CH2:16][CH2:17][CH2:18][CH2:19]/[CH:20]=[CH:21]\[CH2:22][CH2:23][CH2:24][CH2:25][CH2:26][CH2:27][CH2:28][CH3:29]. Given the product [OH:5][CH2:2][CH2:3][CH2:4][NH:6][C:12](=[O:30])[CH2:13][CH2:14][CH2:15][CH2:16][CH2:17][CH2:18][CH2:19]/[CH:20]=[CH:21]\[CH2:22][CH2:23][CH2:24][CH2:25][CH2:26][CH2:27][CH2:28][CH3:29], predict the reactants needed to synthesize it. (4) Given the product [CH2:22]([S:25][CH2:26][C:27]1[C:36]2[C:31](=[CH:32][CH:33]=[C:34]([C:37]3[CH:38]=[CH:39][S:14][CH:42]=3)[CH:35]=2)[NH:30][C:29]([CH3:49])([CH3:48])[CH:28]=1)[CH:23]=[CH2:24], predict the reactants needed to synthesize it. The reactants are: CC1(C)C=C(C)C2C(=CC=C(O[S:14](C(F)(F)F)(=O)=O)C=2)N1.[CH2:22]([S:25][CH2:26][C:27]1[C:36]2[C:31](=[CH:32][CH:33]=[C:34]([C:37]3[CH:42]=C(C(C)C)C=[CH:39][C:38]=3OC)[CH:35]=2)[NH:30][C:29]([CH3:49])([CH3:48])[CH:28]=1)[CH:23]=[CH2:24].C(C1C=CC(OC)=C(B(O)O)C=1)(C)C.C(S)C=C. (5) Given the product [CH2:4]([O:5][C:6](=[O:7])[CH:8]=[CH:9][CH:10]=[CH:24][C:23]1[CH:26]=[C:27]([O:39][CH3:38])[C:28]([O:32][CH3:33])=[CH:29][C:22]=1[N+:19]([O-:21])=[O:20])[CH3:3], predict the reactants needed to synthesize it. The reactants are: [H-].[Na+].[CH3:3][CH2:4][O:5][C:6](/[CH:8]=[CH:9]/[CH2:10]P(OCC)(OCC)=O)=[O:7].[N+:19]([C:22]1[C:29](OC)=[C:28]([O:32][CH3:33])[CH:27]=[CH:26][C:23]=1[CH:24]=O)([O-:21])=[O:20].[NH4+].[Cl-].C1C[O:39][CH2:38]C1. (6) The reactants are: [O:1]1[C:5]2([CH2:10][CH2:9][CH:8](OS(C3C=CC(C)=CC=3)(=O)=O)[CH2:7][CH2:6]2)[O:4][CH2:3][CH2:2]1.[I:22][C:23]1[CH:24]=[N:25][NH:26][CH:27]=1.C(=O)([O-])[O-].[Cs+].[Cs+]. Given the product [O:4]1[C:5]2([CH2:6][CH2:7][CH:8]([N:25]3[CH:24]=[C:23]([I:22])[CH:27]=[N:26]3)[CH2:9][CH2:10]2)[O:1][CH2:2][CH2:3]1, predict the reactants needed to synthesize it. (7) Given the product [F:1][C:2]1[C:7]([CH2:8][CH2:9][O:10][C:18]2[C:27]3[C:22](=[CH:23][C:24]([O:28][CH3:29])=[CH:25][CH:26]=3)[N:21]=[CH:20][CH:19]=2)=[CH:6][C:5]([C:11]2[S:12][CH:13]=[C:14]([CH3:16])[CH:15]=2)=[CH:4][N:3]=1, predict the reactants needed to synthesize it. The reactants are: [F:1][C:2]1[C:7]([CH2:8][CH2:9][OH:10])=[CH:6][C:5]([C:11]2[S:12][CH:13]=[C:14]([CH3:16])[CH:15]=2)=[CH:4][N:3]=1.Cl[C:18]1[C:27]2[C:22](=[CH:23][C:24]([O:28][CH3:29])=[CH:25][CH:26]=2)[N:21]=[CH:20][CH:19]=1.C(P(C(C)(C)C)C1C=CC2C(=CC=CC=2)C=1C1C2C(=CC=CC=2)C=CC=1)(C)(C)C.C(=O)([O-])[O-].[Cs+].[Cs+]. (8) Given the product [C:17]([O:25][CH:26]([O:16][P:8]([O:13][CH2:14][CH3:15])([O:10][CH2:11][CH3:12])=[O:9])[CH3:27])(=[O:24])/[CH:18]=[CH:19]/[C:20]([O:22][CH3:23])=[O:21], predict the reactants needed to synthesize it. The reactants are: C(N(CC)CC)C.[P:8]([O-:16])([O:13][CH2:14][CH3:15])([O:10][CH2:11][CH3:12])=[O:9].[C:17]([O:25][CH:26](Cl)[CH3:27])(=[O:24])/[CH:18]=[CH:19]/[C:20]([O:22][CH3:23])=[O:21].